This data is from Peptide-MHC class II binding affinity with 134,281 pairs from IEDB. The task is: Regression. Given a peptide amino acid sequence and an MHC pseudo amino acid sequence, predict their binding affinity value. This is MHC class II binding data. (1) The peptide sequence is THRHIRGEACPLPHR. The MHC is DRB1_0101 with pseudo-sequence DRB1_0101. The binding affinity (normalized) is 0.630. (2) The peptide sequence is EDSALLEDPAGT. The MHC is DRB1_0101 with pseudo-sequence DRB1_0101. The binding affinity (normalized) is 0.